Task: Regression. Given two drug SMILES strings and cell line genomic features, predict the synergy score measuring deviation from expected non-interaction effect.. Dataset: NCI-60 drug combinations with 297,098 pairs across 59 cell lines (1) Drug 1: CCC1=CC2CC(C3=C(CN(C2)C1)C4=CC=CC=C4N3)(C5=C(C=C6C(=C5)C78CCN9C7C(C=CC9)(C(C(C8N6C)(C(=O)OC)O)OC(=O)C)CC)OC)C(=O)OC.C(C(C(=O)O)O)(C(=O)O)O. Drug 2: C1CN(CCN1C(=O)CCBr)C(=O)CCBr. Cell line: SK-OV-3. Synergy scores: CSS=25.0, Synergy_ZIP=-0.708, Synergy_Bliss=1.14, Synergy_Loewe=-9.32, Synergy_HSA=1.71. (2) Drug 2: CC1C(C(=O)NC(C(=O)N2CCCC2C(=O)N(CC(=O)N(C(C(=O)O1)C(C)C)C)C)C(C)C)NC(=O)C3=C4C(=C(C=C3)C)OC5=C(C(=O)C(=C(C5=N4)C(=O)NC6C(OC(=O)C(N(C(=O)CN(C(=O)C7CCCN7C(=O)C(NC6=O)C(C)C)C)C)C(C)C)C)N)C. Cell line: SNB-19. Synergy scores: CSS=30.9, Synergy_ZIP=34.0, Synergy_Bliss=34.6, Synergy_Loewe=34.9, Synergy_HSA=34.2. Drug 1: CS(=O)(=O)C1=CC(=C(C=C1)C(=O)NC2=CC(=C(C=C2)Cl)C3=CC=CC=N3)Cl.